This data is from NCI-60 drug combinations with 297,098 pairs across 59 cell lines. The task is: Regression. Given two drug SMILES strings and cell line genomic features, predict the synergy score measuring deviation from expected non-interaction effect. (1) Drug 1: CC1C(C(CC(O1)OC2CC(OC(C2O)C)OC3=CC4=CC5=C(C(=O)C(C(C5)C(C(=O)C(C(C)O)O)OC)OC6CC(C(C(O6)C)O)OC7CC(C(C(O7)C)O)OC8CC(C(C(O8)C)O)(C)O)C(=C4C(=C3C)O)O)O)O. Drug 2: CN(CCCl)CCCl.Cl. Cell line: HCT-15. Synergy scores: CSS=42.1, Synergy_ZIP=1.85, Synergy_Bliss=13.6, Synergy_Loewe=-14.5, Synergy_HSA=0.593. (2) Drug 1: C1=NC2=C(N=C(N=C2N1C3C(C(C(O3)CO)O)O)F)N. Drug 2: C(=O)(N)NO. Cell line: PC-3. Synergy scores: CSS=-1.03, Synergy_ZIP=-3.81, Synergy_Bliss=-5.15, Synergy_Loewe=-16.0, Synergy_HSA=-6.60.